This data is from Forward reaction prediction with 1.9M reactions from USPTO patents (1976-2016). The task is: Predict the product of the given reaction. (1) Given the reactants CS(O[CH2:6][C@H:7]1[N:18]2[C:19]3[C:10](=[C:11]([F:21])[CH:12]=[N:13][C:14]=3[CH:15]=[CH:16][C:17]2=[O:20])[O:9][CH2:8]1)(=O)=O.[C:22]([O:26][C:27](=[O:36])[NH:28][C@H:29]1[CH2:34][CH2:33][NH:32][CH2:31][C@H:30]1[OH:35])([CH3:25])([CH3:24])[CH3:23], predict the reaction product. The product is: [F:21][C:11]1[CH:12]=[N:13][C:14]2[CH:15]=[CH:16][C:17](=[O:20])[N:18]3[C@H:7]([CH2:6][N:32]4[CH2:33][CH2:34][C@@H:29]([NH:28][C:27](=[O:36])[O:26][C:22]([CH3:23])([CH3:24])[CH3:25])[C@@H:30]([OH:35])[CH2:31]4)[CH2:8][O:9][C:10]=1[C:19]=23. (2) Given the reactants [NH2:1][C:2]1[CH:7]=[CH:6][C:5]([S:8]([NH:11][C:12]2[CH:13]=[CH:14][C:15]3[CH2:19][O:18][B:17]([OH:20])[C:16]=3[CH:21]=2)(=[O:10])=[O:9])=[C:4]([CH2:22][CH2:23][C:24](=[O:26])[CH3:25])[CH:3]=1.[BH4-].[Na+].Cl, predict the reaction product. The product is: [NH2:1][C:2]1[CH:7]=[CH:6][C:5]([S:8]([NH:11][C:12]2[CH:13]=[CH:14][C:15]3[CH2:19][O:18][B:17]([OH:20])[C:16]=3[CH:21]=2)(=[O:9])=[O:10])=[C:4]([CH2:22][CH2:23][CH:24]([OH:26])[CH3:25])[CH:3]=1. (3) The product is: [C:1]([C:5]1[CH:6]=[C:7]2[C:11](=[CH:12][CH:13]=1)[CH:10]([NH:14][C:15]([NH:17][C:18]1[CH:26]=[CH:25][CH:24]=[C:23]3[C:19]=1[CH:20]=[N:21][NH:22]3)=[O:16])[CH2:9][CH2:8]2)([CH3:4])([CH3:2])[CH3:3]. Given the reactants [C:1]([C:5]1[CH:6]=[C:7]2[C:11](=[CH:12][CH:13]=1)[CH:10]([NH:14][C:15]([NH:17][C:18]1[CH:26]=[CH:25][CH:24]=[C:23]3[C:19]=1[CH:20]=[N:21][N:22]3C(OC)=O)=[O:16])[CH2:9][CH2:8]2)([CH3:4])([CH3:3])[CH3:2].[OH-].[Na+].CO, predict the reaction product. (4) Given the reactants [NH:1]1[C:9]2[C:4](=[CH:5][CH:6]=[CH:7][CH:8]=2)[C:3]2([C:13]3=[CH:14][C:15]4[O:19][CH2:18][O:17][C:16]=4[CH:20]=[C:12]3[O:11][CH2:10]2)[C:2]1=[O:21].[Cl:22][C:23]1[S:27][C:26]([CH2:28]O)=[N:25][N:24]=1.C(P(CCCC)CCCC)CCC.CN(C)C(N=NC(N(C)C)=O)=O, predict the reaction product. The product is: [Cl:22][C:23]1[S:27][C:26]([CH2:28][N:1]2[C:9]3[C:4](=[CH:5][CH:6]=[CH:7][CH:8]=3)[C:3]3([C:13]4=[CH:14][C:15]5[O:19][CH2:18][O:17][C:16]=5[CH:20]=[C:12]4[O:11][CH2:10]3)[C:2]2=[O:21])=[N:25][N:24]=1. (5) Given the reactants [Cl:1][C:2]1[N:7]=[C:6]([NH2:8])[C:5](N)=[N:4][CH:3]=1.[CH3:10]CN(C(C)C)C(C)C.O=[C:20]([C:25]1[CH:30]=[CH:29][CH:28]=[CH:27][CH:26]=1)[C:21]([O:23]C)=O, predict the reaction product. The product is: [Cl:1][C:2]1[CH:3]=[CH:10][C:5]2[C:6]([N:7]=1)=[N:8][C:20]([C:25]1[CH:30]=[CH:29][CH:28]=[CH:27][CH:26]=1)=[C:21]([OH:23])[N:4]=2.